From a dataset of Reaction yield outcomes from USPTO patents with 853,638 reactions. Predict the reaction yield, written as a fraction of the theoretical maximum amount of product (1.0 means a 100% yield; for example, 0.34 means a 34% yield). The reactants are Cl.[NH2:2][CH:3]1[CH2:7][CH2:6][N:5]([C:8]2[N:9]=[C:10]([NH:17][C:18]3[CH:23]=[CH:22][C:21]([O:24][CH3:25])=[C:20]([O:26][CH3:27])[CH:19]=3)[C:11]3[N:16]=[CH:15][S:14][C:12]=3[N:13]=2)[CH2:4]1.[N:28]1[CH:33]=[CH:32][N:31]=[CH:30][C:29]=1[C:34](O)=[O:35].CCN=C=NCCCN(C)C.CN1C=CN=C1. The catalyst is C(Cl)Cl. The product is [CH3:27][O:26][C:20]1[CH:19]=[C:18]([NH:17][C:10]2[C:11]3[N:16]=[CH:15][S:14][C:12]=3[N:13]=[C:8]([N:5]3[CH2:6][CH2:7][CH:3]([NH:2][C:34]([C:29]4[CH:30]=[N:31][CH:32]=[CH:33][N:28]=4)=[O:35])[CH2:4]3)[N:9]=2)[CH:23]=[CH:22][C:21]=1[O:24][CH3:25]. The yield is 0.730.